This data is from Catalyst prediction with 721,799 reactions and 888 catalyst types from USPTO. The task is: Predict which catalyst facilitates the given reaction. Reactant: [I:1][C:2]1[CH:3]=[CH:4][C:5]2[N:6]([C:8]([CH3:16])=[C:9]([C:11](OCC)=[O:12])[N:10]=2)[CH:7]=1.O.[NH2:18][NH2:19]. Product: [I:1][C:2]1[CH:3]=[CH:4][C:5]2[N:6]([C:8]([CH3:16])=[C:9]([C:11]([NH:18][NH2:19])=[O:12])[N:10]=2)[CH:7]=1. The catalyst class is: 14.